From a dataset of NCI-60 drug combinations with 297,098 pairs across 59 cell lines. Regression. Given two drug SMILES strings and cell line genomic features, predict the synergy score measuring deviation from expected non-interaction effect. (1) Drug 1: CC(C1=C(C=CC(=C1Cl)F)Cl)OC2=C(N=CC(=C2)C3=CN(N=C3)C4CCNCC4)N. Drug 2: C1CC(C1)(C(=O)O)C(=O)O.[NH2-].[NH2-].[Pt+2]. Cell line: NCI-H522. Synergy scores: CSS=26.1, Synergy_ZIP=-7.62, Synergy_Bliss=-0.744, Synergy_Loewe=-0.601, Synergy_HSA=-0.696. (2) Drug 1: CCCS(=O)(=O)NC1=C(C(=C(C=C1)F)C(=O)C2=CNC3=C2C=C(C=N3)C4=CC=C(C=C4)Cl)F. Drug 2: C1=CC(=CC=C1CC(C(=O)O)N)N(CCCl)CCCl.Cl. Cell line: HL-60(TB). Synergy scores: CSS=10.9, Synergy_ZIP=3.24, Synergy_Bliss=-6.52, Synergy_Loewe=-25.9, Synergy_HSA=-15.1.